Dataset: Forward reaction prediction with 1.9M reactions from USPTO patents (1976-2016). Task: Predict the product of the given reaction. (1) The product is: [CH2:16]([NH:23][C:2]1[CH:9]=[CH:8][CH:7]=[C:6]([C:10]2[CH:15]=[CH:14][CH:13]=[CH:12][CH:11]=2)[C:3]=1[C:4]#[N:5])[C:17]1[CH:22]=[CH:21][CH:20]=[CH:19][CH:18]=1. Given the reactants F[C:2]1[CH:9]=[CH:8][CH:7]=[C:6]([C:10]2[CH:15]=[CH:14][CH:13]=[CH:12][CH:11]=2)[C:3]=1[C:4]#[N:5].[CH2:16]([NH2:23])[C:17]1[CH:22]=[CH:21][CH:20]=[CH:19][CH:18]=1, predict the reaction product. (2) Given the reactants [OH:1][C:2]([C:10](=[O:28])[NH:11][C@@H:12]1[C:18](=[O:19])[NH:17][C:16]2[CH:20]=[CH:21][CH:22]=[CH:23][C:15]=2[C:14]2[CH:24]=[CH:25][CH:26]=[CH:27][C:13]1=2)([CH2:6][CH:7]([CH3:9])[CH3:8])[C:3](O)=[O:4].[CH:29]1([CH2:32]N)[CH2:31][CH2:30]1.C([N:36](CC)CC)C.F[P-](F)(F)(F)(F)F.N1(OC(N(C)C)=[N+](C)C)C2C=CC=CC=2N=N1, predict the reaction product. The product is: [CH:29]1([CH2:32][N:11]([C@@H:12]2[C:18](=[O:19])[NH:17][C:16]3[CH:20]=[CH:21][CH:22]=[CH:23][C:15]=3[C:14]3[CH:24]=[CH:25][CH:26]=[CH:27][C:13]2=3)[C:10](=[O:28])[C:2]([OH:1])([CH2:6][CH:7]([CH3:9])[CH3:8])[C:3]([NH2:36])=[O:4])[CH2:31][CH2:30]1. (3) Given the reactants [CH3:1][O:2][CH2:3][C@@H:4]1[CH2:8][N:7]([C:9]([O:11][CH2:12][C:13]2[CH:18]=[CH:17][CH:16]=[CH:15][CH:14]=2)=[O:10])[C@H:6]([C:19]2[NH:20][C:21]([C:24]3[CH:29]=[CH:28][C:27](B4OC(C)(C)C(C)(C)O4)=[CH:26][CH:25]=3)=[CH:22][N:23]=2)[CH2:5]1.Br[C:40]1[CH:45]=[CH:44][C:43]([C:46](=[O:56])[CH2:47][NH:48][C:49](=[O:55])[O:50][C:51]([CH3:54])([CH3:53])[CH3:52])=[CH:42][CH:41]=1.C([O-])([O-])=O.[K+].[K+], predict the reaction product. The product is: [C:51]([O:50][C:49]([NH:48][CH2:47][C:46]([C:43]1[CH:42]=[CH:41][C:40]([C:27]2[CH:28]=[CH:29][C:24]([C:21]3[NH:20][C:19]([C@@H:6]4[CH2:5][C@H:4]([CH2:3][O:2][CH3:1])[CH2:8][N:7]4[C:9]([O:11][CH2:12][C:13]4[CH:14]=[CH:15][CH:16]=[CH:17][CH:18]=4)=[O:10])=[N:23][CH:22]=3)=[CH:25][CH:26]=2)=[CH:45][CH:44]=1)=[O:56])=[O:55])([CH3:54])([CH3:52])[CH3:53]. (4) Given the reactants Cl[C:2]1[CH:3]=[C:4]([C:9]2[N:13]3[CH:14]=[CH:15][C:16]([C:19]([OH:22])([CH3:21])[CH3:20])=[C:17]([F:18])[C:12]3=[N:11][CH:10]=2)[CH:5]=[CH:6][C:7]=1[F:8].[CH:23]1[C:32]2[CH:31]=[CH:30][CH:29]=[C:28](B(O)O)[C:27]=2[CH:26]=[CH:25][N:24]=1, predict the reaction product. The product is: [F:18][C:17]1[C:12]2[N:13]([C:9]([C:4]3[CH:5]=[CH:6][C:7]([F:8])=[C:2]([C:28]4[CH:29]=[CH:30][CH:31]=[C:32]5[C:27]=4[CH:26]=[CH:25][N:24]=[CH:23]5)[CH:3]=3)=[CH:10][N:11]=2)[CH:14]=[CH:15][C:16]=1[C:19]([OH:22])([CH3:21])[CH3:20]. (5) Given the reactants [NH2:1][C:2]1[N:3]([CH3:20])[C:4](=[O:19])[C:5]2([N:18]=1)[C:14]1[C:9](=[CH:10][CH:11]=[C:12](Br)[CH:13]=1)[C:8]([CH3:17])([CH3:16])[CH2:7][CH2:6]2.[Cl:21][C:22]1[CH:23]=[C:24](B(O)O)[CH:25]=[CH:26][CH:27]=1.C(=O)([O-])[O-].[Na+].[Na+].[NH4+].[OH-], predict the reaction product. The product is: [NH2:1][C:2]1[N:3]([CH3:20])[C:4](=[O:19])[C:5]2([N:18]=1)[C:14]1[C:9](=[CH:10][CH:11]=[C:12]([C:26]3[CH:25]=[CH:24][CH:23]=[C:22]([Cl:21])[CH:27]=3)[CH:13]=1)[C:8]([CH3:17])([CH3:16])[CH2:7][CH2:6]2.